This data is from Full USPTO retrosynthesis dataset with 1.9M reactions from patents (1976-2016). The task is: Predict the reactants needed to synthesize the given product. (1) Given the product [Br:44][C:45]1[CH:46]=[CH:47][C:48]([C:51]2[CH:56]=[CH:55][C:54]([O:43][CH2:42][C:41]3[C:36]([O:35][CH3:34])=[N:37][CH:38]=[CH:39][CH:40]=3)=[CH:53][CH:52]=2)=[CH:49][CH:50]=1, predict the reactants needed to synthesize it. The reactants are: C1C=CC(P(C2C=CC=CC=2)C2C=CC=CC=2)=CC=1.CC(OC(/N=N/C(OC(C)C)=O)=O)C.[CH3:34][O:35][C:36]1[C:41]([CH2:42][OH:43])=[CH:40][CH:39]=[CH:38][N:37]=1.[Br:44][C:45]1[CH:50]=[CH:49][C:48]([C:51]2[CH:56]=[CH:55][C:54](O)=[CH:53][CH:52]=2)=[CH:47][CH:46]=1. (2) The reactants are: COC(C1CCN(S(C[C:15]2[C:24]3C(=[CH:20][CH:21]=[CH:22][CH:23]=3)[N:18](CC)[C:17](C)(C)[CH:16]=2)(=O)=O)CC1)=O.[CH3:29][N:30]1[C:39]2[C:34](=[CH:35][CH:36]=[C:37]([O:40][CH3:41])[CH:38]=2)[CH:33]([CH2:42][S:43](Cl)(=[O:45])=[O:44])[CH2:32][C:31]1([CH3:48])[CH3:47].C(N)CCCCCCC.C(Cl)(Cl)Cl. Given the product [CH3:29][N:30]1[C:39]2[C:34](=[CH:35][CH:36]=[C:37]([O:40][CH3:41])[CH:38]=2)[CH:33]([CH2:42][S:43]([NH:18][CH2:17][CH2:16][CH2:15][CH2:24][CH2:23][CH2:22][CH2:21][CH3:20])(=[O:45])=[O:44])[CH2:32][C:31]1([CH3:48])[CH3:47], predict the reactants needed to synthesize it. (3) Given the product [CH2:1]([O:8][C:9]([NH:11][C@@H:12]([CH2:23][C:24]1[CH:29]=[CH:28][C:27]([B:46]2[O:47][C:48]([CH3:53])([CH3:54])[C:49]([CH3:51])([CH3:52])[O:50]2)=[CH:26][CH:25]=1)[C:13]([N:15]1[CH2:18][CH:17]([C:19]([O:21][CH3:22])=[O:20])[CH2:16]1)=[O:14])=[O:10])[C:2]1[CH:7]=[CH:6][CH:5]=[CH:4][CH:3]=1, predict the reactants needed to synthesize it. The reactants are: [CH2:1]([O:8][C:9]([NH:11][C@@H:12]([CH2:23][C:24]1[CH:29]=[CH:28][C:27](OS(C(F)(F)F)(=O)=O)=[CH:26][CH:25]=1)[C:13]([N:15]1[CH2:18][CH:17]([C:19]([O:21][CH3:22])=[O:20])[CH2:16]1)=[O:14])=[O:10])[C:2]1[CH:7]=[CH:6][CH:5]=[CH:4][CH:3]=1.[CH3:53][C:48]1([CH3:54])[C:49]([CH3:52])([CH3:51])[O:50][B:46]([B:46]2[O:50][C:49]([CH3:52])([CH3:51])[C:48]([CH3:54])([CH3:53])[O:47]2)[O:47]1.C([O-])(=O)C.[K+].O. (4) Given the product [Cl:3][C:4]1[CH:5]=[C:6]([NH:16][CH:17]([CH3:19])[CH3:18])[C:7]([C:10]2[O:14][C:13]([S:15][CH3:1])=[N:12][N:11]=2)=[CH:8][N:9]=1, predict the reactants needed to synthesize it. The reactants are: [CH3:1]I.[Cl:3][C:4]1[N:9]=[CH:8][C:7]([C:10]2[O:14][C:13]([SH:15])=[N:12][N:11]=2)=[C:6]([NH:16][CH:17]([CH3:19])[CH3:18])[CH:5]=1. (5) Given the product [N:1]1[N:2]=[CH:3][N:4]([C:6]2[CH:7]=[CH:8][C:9]([CH2:12][CH2:13][NH2:14])=[CH:10][CH:11]=2)[CH:5]=1, predict the reactants needed to synthesize it. The reactants are: [N:1]1[N:2]=[CH:3][N:4]([C:6]2[CH:11]=[CH:10][C:9]([CH2:12][CH2:13][NH:14]C(=O)OC(C)(C)C)=[CH:8][CH:7]=2)[CH:5]=1.Cl. (6) Given the product [Cl:1][C:2]1[CH:7]=[CH:6][C:5]([CH:8]([C:20]2[CH:21]=[CH:22][C:23]([Cl:26])=[CH:24][CH:25]=2)[C:9]2[CH:10]=[C:11]3[C:16](=[CH:17][CH:18]=2)[N:15]=[CH:14][N:13]=[C:12]3[NH:28][CH:29]2[CH2:34][CH2:33][N:32]([S:35]([CH2:38][C:39]([O:41][CH2:42][CH3:43])=[O:40])(=[O:36])=[O:37])[CH2:31][CH2:30]2)=[CH:4][CH:3]=1, predict the reactants needed to synthesize it. The reactants are: [Cl:1][C:2]1[CH:7]=[CH:6][C:5]([CH:8]([C:20]2[CH:25]=[CH:24][C:23]([Cl:26])=[CH:22][CH:21]=2)[C:9]2[CH:10]=[C:11]3[C:16](=[CH:17][CH:18]=2)[N:15]=[CH:14][N:13]=[C:12]3Cl)=[CH:4][CH:3]=1.Cl.[NH2:28][CH:29]1[CH2:34][CH2:33][N:32]([S:35]([CH2:38][C:39]([OH:41])=[O:40])(=[O:37])=[O:36])[CH2:31][CH2:30]1.[CH2:42](N(CC)CC)[CH3:43]. (7) Given the product [Cl:1][C:2]1[N:7]=[CH:6][N:5]=[C:4]([O:8][C:9]2[CH:14]=[CH:13][C:12]([NH:15][C:23]([NH:22][C:16]3[CH:21]=[CH:20][CH:19]=[CH:18][CH:17]=3)=[O:24])=[CH:11][CH:10]=2)[CH:3]=1, predict the reactants needed to synthesize it. The reactants are: [Cl:1][C:2]1[N:7]=[CH:6][N:5]=[C:4]([O:8][C:9]2[CH:14]=[CH:13][C:12]([NH2:15])=[CH:11][CH:10]=2)[CH:3]=1.[C:16]1([N:22]=[C:23]=[O:24])[CH:21]=[CH:20][CH:19]=[CH:18][CH:17]=1.O. (8) Given the product [ClH:1].[N:2]1([C:6]2[N:11]=[CH:10][C:9]([NH:12][C:13]([C:15]3[N:27]([CH2:28][C:29]4[CH:34]=[CH:33][CH:32]=[C:31]([F:35])[CH:30]=4)[C:18]4=[N:19][CH:20]=[C:21]([C:23]([F:24])([F:25])[F:26])[CH:22]=[C:17]4[CH:16]=3)=[O:14])=[CH:8][CH:7]=2)[CH2:5][CH2:4][CH2:3]1, predict the reactants needed to synthesize it. The reactants are: [ClH:1].[N:2]1([C:6]2[N:11]=[CH:10][C:9]([NH:12][C:13]([C:15]3[N:27]([CH2:28][C:29]4[CH:34]=[CH:33][CH:32]=[C:31]([F:35])[CH:30]=4)[C:18]4=[N:19][CH:20]=[C:21]([C:23]([F:26])([F:25])[F:24])[CH:22]=[C:17]4[CH:16]=3)=[O:14])=[CH:8][CH:7]=2)[CH2:5][CH2:4][CH2:3]1. (9) Given the product [C:1]([C:3]1[CH:4]=[CH:5][C:6]([N:9]2[C:13]([CH2:14][CH3:15])=[C:12]([C:16]([N:41]3[C:38]4[CH:39]=[C:40]5[C:35]([CH:34]=[CH:33][N:32]=[C:31]5[N:28]5[CH2:27][CH2:26][NH:25][CH2:30][CH2:29]5)=[CH:36][C:37]=4[CH2:43][CH2:42]3)=[O:18])[CH:11]=[N:10]2)=[CH:7][CH:8]=1)#[N:2], predict the reactants needed to synthesize it. The reactants are: [C:1]([C:3]1[CH:8]=[CH:7][C:6]([N:9]2[C:13]([CH2:14][CH3:15])=[C:12]([C:16]([O:18]CC)=O)[CH:11]=[N:10]2)=[CH:5][CH:4]=1)#[N:2].FC(F)(F)C([N:25]1[CH2:30][CH2:29][N:28]([C:31]2[C:40]3[C:35](=[CH:36][C:37]4[CH2:43][CH2:42][NH:41][C:38]=4[CH:39]=3)[CH:34]=[CH:33][N:32]=2)[CH2:27][CH2:26]1)=O.C[Al](C)C.C([O-])([O-])=O.[K+].[K+].